This data is from Forward reaction prediction with 1.9M reactions from USPTO patents (1976-2016). The task is: Predict the product of the given reaction. (1) Given the reactants [CH3:1][C:2]1[C:10]2[C:5](=[CH:6][CH:7]=[CH:8][C:9]=2Br)[NH:4][CH:3]=1.[B:12]1([B:12]2[O:16][C:15]([CH3:18])([CH3:17])[C:14]([CH3:20])([CH3:19])[O:13]2)[O:16][C:15]([CH3:18])([CH3:17])[C:14]([CH3:20])([CH3:19])[O:13]1.CC([O-])=O.[K+], predict the reaction product. The product is: [CH3:1][C:2]1[C:10]2[C:5](=[CH:6][CH:7]=[CH:8][C:9]=2[B:12]2[O:16][C:15]([CH3:18])([CH3:17])[C:14]([CH3:20])([CH3:19])[O:13]2)[NH:4][CH:3]=1. (2) Given the reactants [C:1]([C:5]1[CH:6]=[C:7]([N:11]2[CH2:16][CH2:15][N:14]([CH3:17])[CH2:13][CH2:12]2)[CH:8]=[CH:9][CH:10]=1)([O:3]C)=[O:2].O.[OH-].[Li+].Cl, predict the reaction product. The product is: [CH3:17][N:14]1[CH2:13][CH2:12][N:11]([C:7]2[CH:6]=[C:5]([CH:10]=[CH:9][CH:8]=2)[C:1]([OH:3])=[O:2])[CH2:16][CH2:15]1.